This data is from Reaction yield outcomes from USPTO patents with 853,638 reactions. The task is: Predict the reaction yield, written as a fraction of the theoretical maximum amount of product (1.0 means a 100% yield; for example, 0.34 means a 34% yield). The reactants are [OH:1][C:2]1[N:7]=[C:6]([C:8]([OH:10])=[O:9])[CH:5]=[CH:4][CH:3]=1.Cl.[CH3:12]O. The catalyst is O1CCOCC1. The product is [OH:1][C:2]1[N:7]=[C:6]([C:8]([O:10][CH3:12])=[O:9])[CH:5]=[CH:4][CH:3]=1. The yield is 0.900.